From a dataset of Catalyst prediction with 721,799 reactions and 888 catalyst types from USPTO. Predict which catalyst facilitates the given reaction. (1) Reactant: [Cl:1][C:2]1[C:10]2[N:6]([C:7]([CH2:14][CH2:15][O:16][CH3:17])=[CH:8][C:9]=2[C:11]([OH:13])=O)[CH:5]=[CH:4][CH:3]=1.[F:18][C:19]1([F:27])[CH2:24][CH2:23][CH:22]([CH2:25][NH2:26])[CH2:21][CH2:20]1.C1C=CC2N(O)N=NC=2C=1.CCN=C=NCCCN(C)C.CCN(CC)CC. Product: [Cl:1][C:2]1[C:10]2[N:6]([C:7]([CH2:14][CH2:15][O:16][CH3:17])=[CH:8][C:9]=2[C:11]([NH:26][CH2:25][CH:22]2[CH2:23][CH2:24][C:19]([F:27])([F:18])[CH2:20][CH2:21]2)=[O:13])[CH:5]=[CH:4][CH:3]=1. The catalyst class is: 31. (2) The catalyst class is: 86. Reactant: [NH2:1][C:2]1[N:7]([CH2:8][CH2:9][CH3:10])[C:6](=[O:11])[N:5]([CH2:12][C:13]2[CH:18]=[CH:17][C:16]([Cl:19])=[CH:15][CH:14]=2)[C:4](=[O:20])[CH:3]=1.[N:21]([O-])=[O:22].[Na+]. Product: [NH2:1][C:2]1[N:7]([CH2:8][CH2:9][CH3:10])[C:6](=[O:11])[N:5]([CH2:12][C:13]2[CH:14]=[CH:15][C:16]([Cl:19])=[CH:17][CH:18]=2)[C:4](=[O:20])[C:3]=1[N:21]=[O:22].